Dataset: Full USPTO retrosynthesis dataset with 1.9M reactions from patents (1976-2016). Task: Predict the reactants needed to synthesize the given product. Given the product [CH:1]([C:5]1[CH:10]=[CH:9][C:8]([N:11]2[C:16](=[O:17])[C:15]3[CH:18]=[N:19][CH:20]=[CH:21][C:14]=3[N:13]=[C:12]2[C:22]2[CH:27]=[C:26]([CH3:28])[C:25]([OH:29])=[C:24]([CH3:33])[CH:23]=2)=[CH:7][CH:6]=1)([CH2:3][CH3:4])[CH3:2], predict the reactants needed to synthesize it. The reactants are: [CH:1]([C:5]1[CH:10]=[CH:9][C:8]([N:11]2[C:16](=[O:17])[C:15]3[CH:18]=[N:19][CH:20]=[CH:21][C:14]=3[N:13]=[C:12]2[C:22]2[CH:27]=[C:26]([CH3:28])[C:25]([O:29]C(=O)C)=[C:24]([CH3:33])[CH:23]=2)=[CH:7][CH:6]=1)([CH2:3][CH3:4])[CH3:2].C(=O)([O-])[O-].[K+].[K+].